Dataset: Peptide-MHC class I binding affinity with 185,985 pairs from IEDB/IMGT. Task: Regression. Given a peptide amino acid sequence and an MHC pseudo amino acid sequence, predict their binding affinity value. This is MHC class I binding data. The peptide sequence is FDLFGITLY. The MHC is HLA-A03:01 with pseudo-sequence HLA-A03:01. The binding affinity (normalized) is 0.0847.